Dataset: Full USPTO retrosynthesis dataset with 1.9M reactions from patents (1976-2016). Task: Predict the reactants needed to synthesize the given product. (1) Given the product [F:1][C:2]1[C:7]([CH:31]([OH:32])[C:27]2[CH:26]=[C:25]3[C:30](=[CH:29][CH:28]=2)[N:21]=[CH:22][CH:23]=[N:24]3)=[C:6]([F:8])[CH:5]=[CH:4][C:3]=1[NH:9][C:10](=[O:15])[C:11]([CH3:12])([CH3:14])[CH3:13], predict the reactants needed to synthesize it. The reactants are: [F:1][C:2]1[CH:7]=[C:6]([F:8])[CH:5]=[CH:4][C:3]=1[NH:9][C:10](=[O:15])[C:11]([CH3:14])([CH3:13])[CH3:12].[Li]CCCC.[N:21]1[C:30]2[C:25](=[CH:26][C:27]([CH:31]=[O:32])=[CH:28][CH:29]=2)[N:24]=[CH:23][CH:22]=1. (2) Given the product [CH3:18][C:17]1[CH:16]=[C:15]([N:19]2[CH2:24][CH2:23][O:22][CH2:21][CH2:20]2)[CH:14]=[C:13]([CH3:25])[C:12]=1[C:10]1[NH:11][C:7]2[CH:6]=[C:5]([C:3]([OH:4])=[O:2])[CH:27]=[CH:26][C:8]=2[N:9]=1, predict the reactants needed to synthesize it. The reactants are: C[O:2][C:3]([C:5]1[CH:27]=[CH:26][C:8]2[N:9]=[C:10]([C:12]3[C:17]([CH3:18])=[CH:16][C:15]([N:19]4[CH2:24][CH2:23][O:22][CH2:21][CH2:20]4)=[CH:14][C:13]=3[CH3:25])[NH:11][C:7]=2[CH:6]=1)=[O:4].[Li+].[OH-].Cl. (3) The reactants are: [Cl:1][C:2]1[C:3]([CH3:40])=[N:4][O:5][C:6]=1[N:7]([CH2:34][O:35][CH2:36][CH2:37][O:38][CH3:39])[S:8]([C:11]1[C:19]2[C:14](=[N:15][CH:16]=[CH:17][CH:18]=2)[S:13][C:12]=1[CH:20]([OH:33])[C:21]1[CH:26]=[C:25]2[O:27][CH2:28][O:29][C:24]2=[CH:23][C:22]=1[CH2:30][CH2:31][OH:32])(=[O:10])=[O:9].[C:41](OC(=O)C)(=[O:43])[CH3:42].[CH3:48][CH2:49][O:50]C(C)=O. Given the product [Cl:1][C:2]1[C:3]([CH3:40])=[N:4][O:5][C:6]=1[N:7]([CH2:34][O:35][CH2:36][CH2:37][O:38][CH3:39])[S:8]([C:11]1[C:19]2[C:14](=[N:15][CH:16]=[CH:17][CH:18]=2)[S:13][C:12]=1[CH:20]([O:33][C:49](=[O:50])[CH3:48])[C:21]1[CH:26]=[C:25]2[O:27][CH2:28][O:29][C:24]2=[CH:23][C:22]=1[CH2:30][CH2:31][O:32][C:41](=[O:43])[CH3:42])(=[O:9])=[O:10], predict the reactants needed to synthesize it. (4) Given the product [CH3:1][S:2]([C:5]1[CH:10]=[C:9]([C:11]2[CH:12]=[CH:13][N:14]=[CH:15][CH:16]=2)[CH:8]=[CH:7][C:6]=1[NH:17][S:27]([C:24]1[S:23][C:22]2[CH:31]=[CH:32][C:19]([F:18])=[CH:20][C:21]=2[C:25]=1[CH3:26])(=[O:29])=[O:28])(=[O:4])=[O:3], predict the reactants needed to synthesize it. The reactants are: [CH3:1][S:2]([C:5]1[CH:10]=[C:9]([C:11]2[CH:16]=[CH:15][N:14]=[CH:13][CH:12]=2)[CH:8]=[CH:7][C:6]=1[NH2:17])(=[O:4])=[O:3].[F:18][C:19]1[CH:32]=[CH:31][C:22]2[S:23][C:24]([S:27](Cl)(=[O:29])=[O:28])=[C:25]([CH3:26])[C:21]=2[CH:20]=1.[H-].[Na+]. (5) Given the product [CH:26]([C:18]1[CH:19]=[CH:20][CH:21]=[C:22]([CH:23]([CH3:25])[CH3:24])[C:17]=1[NH:16][C:14](=[O:15])[N:13]([CH2:12][C:11]1[CH:42]=[CH:43][C:8]([NH:7][S:3]([CH2:1][CH3:2])(=[O:5])=[O:4])=[CH:9][CH:10]=1)[CH2:29][C:30]1([C:36]2[CH:41]=[CH:40][CH:39]=[CH:38][N:37]=2)[CH2:31][CH2:32][CH2:33][CH2:34][CH2:35]1)([CH3:27])[CH3:28], predict the reactants needed to synthesize it. The reactants are: [CH2:1]([S:3](Cl)(=[O:5])=[O:4])[CH3:2].[NH2:7][C:8]1[CH:43]=[CH:42][C:11]([CH2:12][N:13]([CH2:29][C:30]2([C:36]3[CH:41]=[CH:40][CH:39]=[CH:38][N:37]=3)[CH2:35][CH2:34][CH2:33][CH2:32][CH2:31]2)[C:14]([NH:16][C:17]2[C:22]([CH:23]([CH3:25])[CH3:24])=[CH:21][CH:20]=[CH:19][C:18]=2[CH:26]([CH3:28])[CH3:27])=[O:15])=[CH:10][CH:9]=1.C(N(CC)CC)C.